The task is: Regression. Given two drug SMILES strings and cell line genomic features, predict the synergy score measuring deviation from expected non-interaction effect.. This data is from NCI-60 drug combinations with 297,098 pairs across 59 cell lines. (1) Cell line: RPMI-8226. Synergy scores: CSS=43.4, Synergy_ZIP=12.2, Synergy_Bliss=10.4, Synergy_Loewe=-8.68, Synergy_HSA=8.75. Drug 1: C1=C(C(=O)NC(=O)N1)N(CCCl)CCCl. Drug 2: C1CNP(=O)(OC1)N(CCCl)CCCl. (2) Drug 1: C1=CC(=CC=C1C#N)C(C2=CC=C(C=C2)C#N)N3C=NC=N3. Drug 2: CCCCCOC(=O)NC1=NC(=O)N(C=C1F)C2C(C(C(O2)C)O)O. Cell line: PC-3. Synergy scores: CSS=-1.74, Synergy_ZIP=0.343, Synergy_Bliss=-0.424, Synergy_Loewe=-3.83, Synergy_HSA=-3.82. (3) Drug 1: C1CC(=O)NC(=O)C1N2C(=O)C3=CC=CC=C3C2=O. Drug 2: C1C(C(OC1N2C=NC(=NC2=O)N)CO)O. Cell line: TK-10. Synergy scores: CSS=2.28, Synergy_ZIP=-0.876, Synergy_Bliss=-0.0805, Synergy_Loewe=-0.838, Synergy_HSA=-0.319. (4) Drug 1: C1CCC(C1)C(CC#N)N2C=C(C=N2)C3=C4C=CNC4=NC=N3. Drug 2: CCN(CC)CCNC(=O)C1=C(NC(=C1C)C=C2C3=C(C=CC(=C3)F)NC2=O)C. Cell line: MDA-MB-435. Synergy scores: CSS=0.184, Synergy_ZIP=4.78, Synergy_Bliss=7.89, Synergy_Loewe=-1.81, Synergy_HSA=1.27. (5) Drug 2: C1=CC(=C2C(=C1NCCNCCO)C(=O)C3=C(C=CC(=C3C2=O)O)O)NCCNCCO. Synergy scores: CSS=7.68, Synergy_ZIP=-3.40, Synergy_Bliss=-3.23, Synergy_Loewe=-1.40, Synergy_HSA=-0.872. Cell line: NCI/ADR-RES. Drug 1: C1CC(=O)NC(=O)C1N2CC3=C(C2=O)C=CC=C3N. (6) Drug 1: CC1C(C(CC(O1)OC2CC(CC3=C2C(=C4C(=C3O)C(=O)C5=C(C4=O)C(=CC=C5)OC)O)(C(=O)C)O)N)O.Cl. Drug 2: C1=CC(=CC=C1CC(C(=O)O)N)N(CCCl)CCCl.Cl. Cell line: SNB-75. Synergy scores: CSS=32.1, Synergy_ZIP=6.92, Synergy_Bliss=15.4, Synergy_Loewe=-31.7, Synergy_HSA=13.3.